This data is from Full USPTO retrosynthesis dataset with 1.9M reactions from patents (1976-2016). The task is: Predict the reactants needed to synthesize the given product. (1) The reactants are: [NH2:1][CH2:2][C:3]([CH3:16])([O:5][C:6]1[CH:15]=[CH:14][C:9]([C:10]([O:12][CH3:13])=[O:11])=[CH:8][CH:7]=1)[CH3:4].C(N(CC)CC)C.[F:24][C:25]([F:36])([F:35])[C:26](O[C:26](=[O:27])[C:25]([F:36])([F:35])[F:24])=[O:27].O. Given the product [F:24][C:25]([F:36])([F:35])[C:26]([NH:1][CH2:2][C:3]([CH3:16])([O:5][C:6]1[CH:15]=[CH:14][C:9]([C:10]([O:12][CH3:13])=[O:11])=[CH:8][CH:7]=1)[CH3:4])=[O:27], predict the reactants needed to synthesize it. (2) Given the product [OH:1][CH:2]1[CH:18]2[CH:9]([CH2:10][CH2:11][C:12]3[C:17]2([CH3:19])[CH2:16][CH2:15][C:14](=[O:20])[CH:13]=3)[CH:8]2[C:4]([CH3:24])([CH:5]([C:21]3[O:22][N:32]=[C:36]([CH3:35])[N:38]=3)[CH2:6][CH2:7]2)[CH2:3]1, predict the reactants needed to synthesize it. The reactants are: [OH:1][CH:2]1[CH:18]2[CH:9]([CH2:10][CH2:11][C:12]3[C:17]2([CH3:19])[CH2:16][CH2:15][C:14](=[O:20])[CH:13]=3)[CH:8]2[C:4]([CH3:24])([CH:5]([C:21](O)=[O:22])[CH2:6][CH2:7]2)[CH2:3]1.C([N:32]1[CH:36]=[CH:35]N=C1)(N1C=CN=C1)=O.C[N:38](C=O)C. (3) Given the product [CH2:28]([C:23]1([C:34]2[CH:43]=[C:42]3[C:37]([C@@H:38]4[CH2:49][C:48]([CH3:50])=[CH:47][CH2:46][C@H:39]4[C:40]([CH3:44])([CH3:45])[O:41]3)=[C:36]([OH:51])[CH:35]=2)[O:22][C:25](=[O:26])[CH2:24]1)[CH2:29][CH2:30][CH2:31][CH2:32][CH3:33], predict the reactants needed to synthesize it. The reactants are: FC(F)(F)S(N(C1C=CC=CC=1)S(C(F)(F)F)(=O)=O)(=O)=O.[OH:22][C:23]([C:34]1[CH:43]=[C:42]2[C:37]([C@@H:38]3[CH2:49][C:48]([CH3:50])=[CH:47][CH2:46][C@H:39]3[C:40]([CH3:45])([CH3:44])[O:41]2)=[C:36]([OH:51])[CH:35]=1)([CH2:28][CH2:29][CH2:30][CH2:31][CH2:32][CH3:33])[CH2:24][C:25](O)=[O:26].C(N(CC)CC)C.CCCCCC. (4) Given the product [CH:11]([C@H:10]1[C:14](=[O:15])[N:16]2[CH2:29][C@@H:28]([CH2:27][C@H:17]2[C:18]([O:20][CH2:21][CH2:22][Si:23]([CH3:25])([CH3:26])[CH3:24])=[O:19])[O:30][C:31](=[O:32])[C:33]2=[CH:41][C:40]3[CH:39]=[CH:38][CH:37]=[CH:36][C:35]=3[N:34]2[CH2:42][CH:43]=[CH:4][CH2:3][CH2:2][CH2:1][O:6][C:7](=[O:8])[NH:9]1)([CH3:13])[CH3:12], predict the reactants needed to synthesize it. The reactants are: [CH2:1]([O:6][C:7]([NH:9][C@H:10]([C:14]([N:16]1[CH2:29][C@H:28]([O:30][C:31]([C:33]2[N:34]([CH2:42][CH:43]=C)[C:35]3[C:40]([CH:41]=2)=[CH:39][CH:38]=[CH:37][CH:36]=3)=[O:32])[CH2:27][C@H:17]1[C:18]([O:20][CH2:21][CH2:22][Si:23]([CH3:26])([CH3:25])[CH3:24])=[O:19])=[O:15])[CH:11]([CH3:13])[CH3:12])=[O:8])[CH2:2][CH2:3][CH:4]=C. (5) Given the product [Cl:1][C:2]1[CH:7]=[C:6]([Cl:8])[CH:5]=[CH:4][C:3]=1[S:9]([NH2:13])(=[O:11])=[O:10], predict the reactants needed to synthesize it. The reactants are: [Cl:1][C:2]1[CH:7]=[C:6]([Cl:8])[CH:5]=[CH:4][C:3]=1[S:9](Cl)(=[O:11])=[O:10].[NH3:13]. (6) Given the product [C:1]([C:3]1[N:4]=[C:5]([C:16]([NH:18][C:19]2[C:20]([C:36]3[CH2:41][CH2:40][C:39]([CH3:43])([CH3:42])[CH2:38][CH:37]=3)=[N:21][C:22]([CH:25]3[CH2:30][C:29]([CH3:31])([CH3:32])[O:28][C:27]([CH2:34][OH:35])([CH3:33])[CH2:26]3)=[CH:23][CH:24]=2)=[O:17])[NH:6][CH:7]=1)#[N:2], predict the reactants needed to synthesize it. The reactants are: [C:1]([C:3]1[N:4]=[C:5]([C:16]([NH:18][C:19]2[C:20]([C:36]3[CH2:41][CH2:40][C:39]([CH3:43])([CH3:42])[CH2:38][CH:37]=3)=[N:21][C:22]([CH:25]3[CH2:30][C:29]([CH3:32])([CH3:31])[O:28][C:27]([CH2:34][OH:35])([CH3:33])[CH2:26]3)=[CH:23][CH:24]=2)=[O:17])[N:6](COCC[Si](C)(C)C)[CH:7]=1)#[N:2].CCCC[N+](CCCC)(CCCC)CCCC.[F-].